Dataset: Forward reaction prediction with 1.9M reactions from USPTO patents (1976-2016). Task: Predict the product of the given reaction. Given the reactants C(OC([NH:8][CH:9]([C:13]1[CH:18]=[CH:17][CH:16]=[CH:15][CH:14]=1)[C:10]([OH:12])=O)=O)(C)(C)C.ClC1N=C(OC)N=C(OC)N=1.CN1CCOCC1.[Cl:37][C:38]1[CH:43]=[CH:42][C:41]([NH:44][CH2:45][CH2:46][C:47]2[CH:52]=[CH:51][C:50]([C:53]([F:56])([F:55])[F:54])=[CH:49][CH:48]=2)=[CH:40][CH:39]=1.C(O)(C(F)(F)F)=O, predict the reaction product. The product is: [NH2:8][CH:9]([C:13]1[CH:14]=[CH:15][CH:16]=[CH:17][CH:18]=1)[C:10]([N:44]([C:41]1[CH:40]=[CH:39][C:38]([Cl:37])=[CH:43][CH:42]=1)[CH2:45][CH2:46][C:47]1[CH:52]=[CH:51][C:50]([C:53]([F:54])([F:55])[F:56])=[CH:49][CH:48]=1)=[O:12].